From a dataset of TCR-epitope binding with 47,182 pairs between 192 epitopes and 23,139 TCRs. Binary Classification. Given a T-cell receptor sequence (or CDR3 region) and an epitope sequence, predict whether binding occurs between them. Result: 1 (the TCR binds to the epitope). The TCR CDR3 sequence is CASSLSTDFKNIQYF. The epitope is KLWAQCVQL.